The task is: Predict the product of the given reaction.. This data is from Forward reaction prediction with 1.9M reactions from USPTO patents (1976-2016). Given the reactants C(NCCC[CH2:15][CH2:16][C:17]([OH:19])=[O:18])(OCC1C=CC=CC=1)=O.F[C:21]1[C:26]([OH:27])=[C:25](F)C(F)=C(F)[C:22]=1F.[CH2:41]1[CH2:46][CH2:45][CH:44](N=C=N[CH:41]2[CH2:46][CH2:45][CH2:44][CH2:43][CH2:42]2)[CH2:43][CH2:42]1.[CH2:47](OCC)C, predict the reaction product. The product is: [CH3:15][C@H:16]([C:17]([OH:19])=[O:18])[C:41]1[CH:46]=[CH:45][C:44]2[CH:25]=[C:26]([O:27][CH3:47])[CH:21]=[CH:22][C:43]=2[CH:42]=1.